Predict the product of the given reaction. From a dataset of Forward reaction prediction with 1.9M reactions from USPTO patents (1976-2016). (1) Given the reactants [Cl:1][C:2]1[CH:10]=[C:9]2[C:5]([C:6]([CH2:18][C:19]3[CH:24]=[CH:23][CH:22]=[C:21]([Cl:25])[CH:20]=3)([CH:12]3[CH2:17][CH2:16][CH2:15][NH:14][CH2:13]3)[C:7](=[O:11])[NH:8]2)=[CH:4][CH:3]=1.C(N(CC)CC)C.[C:33](Cl)(=[O:35])[CH3:34], predict the reaction product. The product is: [C:33]([N:14]1[CH2:15][CH2:16][CH2:17][CH:12]([C:6]2([CH2:18][C:19]3[CH:24]=[CH:23][CH:22]=[C:21]([Cl:25])[CH:20]=3)[C:5]3[C:9](=[CH:10][C:2]([Cl:1])=[CH:3][CH:4]=3)[NH:8][C:7]2=[O:11])[CH2:13]1)(=[O:35])[CH3:34]. (2) Given the reactants [F:1][C:2]1[CH:23]=[CH:22][CH:21]=[C:20]([F:24])[C:3]=1[CH2:4][O:5][C:6]1[C:7]2[N:8]([C:13]([C:17](O)=[O:18])=[C:14]([CH3:16])[N:15]=2)[CH:9]=[C:10]([CH3:12])[CH:11]=1.CN(C(ON1N=[N:40][C:35]2[CH:36]=[CH:37][CH:38]=[N:39][C:34]1=2)=[N+](C)C)C.F[P-](F)(F)(F)(F)F.C(N(CC)C(C)C)(C)C.Cl.Cl.CC1(N)CCC1N.O.C(O)(C(F)(F)F)=O, predict the reaction product. The product is: [NH2:40][C:35]1([CH3:34])[CH2:36][CH2:37][CH:38]1[NH:39][C:17]([C:13]1[N:8]2[CH:9]=[C:10]([CH3:12])[CH:11]=[C:6]([O:5][CH2:4][C:3]3[C:20]([F:24])=[CH:21][CH:22]=[CH:23][C:2]=3[F:1])[C:7]2=[N:15][C:14]=1[CH3:16])=[O:18].